From a dataset of Reaction yield outcomes from USPTO patents with 853,638 reactions. Predict the reaction yield, written as a fraction of the theoretical maximum amount of product (1.0 means a 100% yield; for example, 0.34 means a 34% yield). (1) The reactants are Cl[C:2]1[C:3]([CH3:23])=[C:4]([N:11]2[CH2:16][CH2:15][CH:14]([N:17]3[CH2:22][CH2:21][CH2:20][CH2:19][CH2:18]3)[CH2:13][CH2:12]2)[CH:5]=[CH:6][C:7]=1[N+:8]([O-:10])=[O:9].[CH3:24][O-:25].[Na+].O. The catalyst is CN(C=O)C. The product is [CH3:23][C:3]1[C:2]([O:25][CH3:24])=[C:7]([N+:8]([O-:10])=[O:9])[CH:6]=[CH:5][C:4]=1[N:11]1[CH2:16][CH2:15][CH:14]([N:17]2[CH2:22][CH2:21][CH2:20][CH2:19][CH2:18]2)[CH2:13][CH2:12]1. The yield is 1.00. (2) The reactants are [OH-].[Na+].[CH3:3][O:4][C:5]1[CH:10]=[CH:9][C:8]([C:11]2[CH:16]=[CH:15][C:14]([CH2:17][O:18][C:19]3[C:20]([CH2:29][CH2:30][N:31]([CH2:40][C:41]4[CH:50]=[CH:49][C:44]([C:45]([O:47]C)=[O:46])=[CH:43][CH:42]=4)[CH2:32][CH2:33][CH2:34][CH2:35][C:36]([O:38]C)=[O:37])=[CH:21][C:22]4[CH2:23][CH2:24][CH2:25][CH2:26][C:27]=4[CH:28]=3)=[CH:13][CH:12]=2)=[CH:7][CH:6]=1. The catalyst is O1CCCC1.CO.O. The product is [C:36]([CH2:35][CH2:34][CH2:33][CH2:32][N:31]([CH2:40][C:41]1[CH:42]=[CH:43][C:44]([C:45]([OH:47])=[O:46])=[CH:49][CH:50]=1)[CH2:30][CH2:29][C:20]1[C:19]([O:18][CH2:17][C:14]2[CH:15]=[CH:16][C:11]([C:8]3[CH:7]=[CH:6][C:5]([O:4][CH3:3])=[CH:10][CH:9]=3)=[CH:12][CH:13]=2)=[CH:28][C:27]2[CH2:26][CH2:25][CH2:24][CH2:23][C:22]=2[CH:21]=1)([OH:38])=[O:37]. The yield is 0.630.